Predict the reaction yield, written as a fraction of the theoretical maximum amount of product (1.0 means a 100% yield; for example, 0.34 means a 34% yield). From a dataset of Reaction yield outcomes from USPTO patents with 853,638 reactions. (1) The reactants are [SH:1][CH2:2][C:3]([NH2:5])=[O:4].[OH-].[Na+].CN(C)C=O.Cl[C:14]1[N:21]=[CH:20][CH:19]=[C:18]([O:22][CH3:23])[C:15]=1[C:16]#[N:17]. The catalyst is O. The product is [NH2:17][C:16]1[C:15]2[C:14](=[N:21][CH:20]=[CH:19][C:18]=2[O:22][CH3:23])[S:1][C:2]=1[C:3]([NH2:5])=[O:4]. The yield is 0.410. (2) The reactants are [C:1]([C:5]1[O:9][C:8]([C:10]2[C:11]([NH2:28])=[N:12][CH:13]=[C:14]([C:16]3[N:20]([CH3:21])[N:19]=[C:18]([CH:22]4[CH2:27][CH2:26][NH:25][CH2:24][CH2:23]4)[N:17]=3)[N:15]=2)=[N:7][N:6]=1)([CH3:4])([CH3:3])[CH3:2].C(N(C(C)C)C(C)C)C.[OH:38][C@H:39]([CH3:44])[CH2:40][C:41](O)=[O:42]. The catalyst is CN(C)C=O.C(#N)C. The product is [NH2:28][C:11]1[N:12]=[CH:13][C:14]([C:16]2[N:20]([CH3:21])[N:19]=[C:18]([CH:22]3[CH2:23][CH2:24][N:25]([C:41](=[O:42])[CH2:40][C@H:39]([OH:38])[CH3:44])[CH2:26][CH2:27]3)[N:17]=2)=[N:15][C:10]=1[C:8]1[O:9][C:5]([C:1]([CH3:4])([CH3:2])[CH3:3])=[N:6][N:7]=1. The yield is 0.510. (3) The product is [Br:1][C:2]1[C:3]2[CH:12]=[CH:11][N:10]([CH2:20][O:19][CH2:18][CH2:17][Si:16]([CH3:23])([CH3:22])[CH3:15])[C:4]=2[C:5](=[O:9])[N:6]([CH3:8])[CH:7]=1. The reactants are [Br:1][C:2]1[C:3]2[CH:12]=[CH:11][NH:10][C:4]=2[C:5](=[O:9])[N:6]([CH3:8])[CH:7]=1.[H-].[Na+].[CH3:15][Si:16]([CH3:23])([CH3:22])[CH2:17][CH2:18][O:19][CH2:20]Cl. The yield is 0.680. The catalyst is CN(C)C=O.C(OCC)(=O)C.O. (4) The reactants are [C:1](O)(=O)[CH3:2].[CH2:5]([NH:12][C:13]1[CH:22]=[C:21]2[C:16]([CH:17]=[C:18]([C:24]([O:26][CH2:27][CH3:28])=[O:25])[C:19](=[O:23])[O:20]2)=[CH:15][CH:14]=1)[C:6]1[CH:11]=[CH:10][CH:9]=[CH:8][CH:7]=1.C(=O)C.C(O[BH-](OC(=O)C)OC(=O)C)(=O)C.[Na+]. The catalyst is ClCCl. The product is [CH2:5]([N:12]([CH2:1][CH3:2])[C:13]1[CH:22]=[C:21]2[C:16]([CH:17]=[C:18]([C:24]([O:26][CH2:27][CH3:28])=[O:25])[C:19](=[O:23])[O:20]2)=[CH:15][CH:14]=1)[C:6]1[CH:11]=[CH:10][CH:9]=[CH:8][CH:7]=1. The yield is 0.910. (5) The reactants are [CH3:1][O:2][C:3]1[CH:8]=[C:7]([C:9]([F:12])([F:11])[F:10])[CH:6]=[CH:5][C:4]=1[C:13]1[C:22]2[C:17](=[CH:18][C:19]([S:23]([N:26]([CH2:32][C:33]3[CH:38]=[CH:37][C:36]([O:39][CH3:40])=[CH:35][CH:34]=3)[C:27]3[S:28][CH:29]=[CH:30][N:31]=3)(=[O:25])=[O:24])=[CH:20][CH:21]=2)[N:16]=[CH:15][C:14]=1[N+:41]([O-])=O.C(O)(=O)C. The catalyst is C1COCC1.[Fe]. The product is [NH2:41][C:14]1[CH:15]=[N:16][C:17]2[C:22]([C:13]=1[C:4]1[CH:5]=[CH:6][C:7]([C:9]([F:10])([F:11])[F:12])=[CH:8][C:3]=1[O:2][CH3:1])=[CH:21][CH:20]=[C:19]([S:23]([N:26]([CH2:32][C:33]1[CH:34]=[CH:35][C:36]([O:39][CH3:40])=[CH:37][CH:38]=1)[C:27]1[S:28][CH:29]=[CH:30][N:31]=1)(=[O:24])=[O:25])[CH:18]=2. The yield is 0.990. (6) The reactants are Cl[C:2]1[N:7]=[C:6]([NH:8][C@H:9]([C:11]2[CH:12]=[C:13]([NH:17][C:18](=[O:26])[C:19]3[CH:24]=[CH:23][CH:22]=[C:21]([CH3:25])[CH:20]=3)[CH:14]=[CH:15][CH:16]=2)[CH3:10])[CH:5]=[N:4][CH:3]=1.[CH2:27]([NH2:34])[C:28]1[CH:33]=[CH:32][CH:31]=[CH:30][CH:29]=1.CC(C)([O-])C.[Na+]. The catalyst is C1(C)C=CC=CC=1.C(OCC)(=O)C.CO.CC(C)([P](C(C)(C)C)([Pd][P](C(C)(C)C)(C(C)(C)C)C(C)(C)C)C(C)(C)C)C. The product is [CH2:27]([NH:34][C:2]1[N:7]=[C:6]([NH:8][C@H:9]([C:11]2[CH:12]=[C:13]([NH:17][C:18](=[O:26])[C:19]3[CH:24]=[CH:23][CH:22]=[C:21]([CH3:25])[CH:20]=3)[CH:14]=[CH:15][CH:16]=2)[CH3:10])[CH:5]=[N:4][CH:3]=1)[C:28]1[CH:33]=[CH:32][CH:31]=[CH:30][CH:29]=1. The yield is 0.200.